From a dataset of Reaction yield outcomes from USPTO patents with 853,638 reactions. Predict the reaction yield, written as a fraction of the theoretical maximum amount of product (1.0 means a 100% yield; for example, 0.34 means a 34% yield). (1) The reactants are Cl[C:2]1[C:11]2[C:6](=[CH:7][CH:8]=[C:9]([N+:12]([O-:14])=[O:13])[CH:10]=2)[N:5]=[C:4]([CH3:15])[N:3]=1.C[C:17]1NC(=O)[C:24]2[C:19](=[CH:20][CH:21]=[C:22]([N+]([O-])=O)[CH:23]=2)[N:18]=1.C(N(C(C)C)CC)(C)C.P(Cl)(Cl)(Cl)=O.[C:45]([O-])(O)=[O:46].[Na+]. The yield is 0.600. The product is [CH3:45][O:46][C:22]1[CH:21]=[CH:20][C:19]([N:18]([C:2]2[C:11]3[C:6](=[CH:7][CH:8]=[C:9]([N+:12]([O-:14])=[O:13])[CH:10]=3)[N:5]=[C:4]([CH3:15])[N:3]=2)[CH3:17])=[CH:24][CH:23]=1. The catalyst is C1(C)C=CC=CC=1. (2) The yield is 0.680. The reactants are [C:1]1([NH:7][C:8](=[O:28])[O:9][C@@H:10]([CH2:25][O:26][CH3:27])[CH2:11][N:12]([CH2:19][CH2:20][CH2:21][CH2:22][NH:23][CH3:24])[C:13]([NH:15][CH:16]([CH3:18])[CH3:17])=[O:14])[CH:6]=[CH:5][CH:4]=[CH:3][CH:2]=1.[C:29]([C:31]1[CH:36]=[CH:35][CH:34]=[CH:33][C:32]=1[S:37](Cl)(=[O:39])=[O:38])#[N:30].C(N(CC)CC)C. The catalyst is C(Cl)Cl. The product is [C:1]1([NH:7][C:8](=[O:28])[O:9][C@@H:10]([CH2:25][O:26][CH3:27])[CH2:11][N:12]([CH2:19][CH2:20][CH2:21][CH2:22][N:23]([S:37]([C:32]2[CH:33]=[CH:34][CH:35]=[CH:36][C:31]=2[C:29]#[N:30])(=[O:39])=[O:38])[CH3:24])[C:13]([NH:15][CH:16]([CH3:18])[CH3:17])=[O:14])[CH:6]=[CH:5][CH:4]=[CH:3][CH:2]=1. (3) The catalyst is CO.O. The product is [C:17]([O:16][C:14]([NH:13][CH:8]([CH2:7][CH2:6][CH:5]([SH:4])[CH2:21][NH:22][C:23]([O:25][C:26]([CH3:29])([CH3:28])[CH3:27])=[O:24])[C:9]([OH:11])=[O:10])=[O:15])([CH3:20])([CH3:19])[CH3:18]. The yield is 0.980. The reactants are C([S:4][CH:5]([CH2:21][NH:22][C:23]([O:25][C:26]([CH3:29])([CH3:28])[CH3:27])=[O:24])[CH2:6][CH2:7][CH:8]([NH:13][C:14]([O:16][C:17]([CH3:20])([CH3:19])[CH3:18])=[O:15])[C:9]([O:11]C)=[O:10])(=O)C.[OH-].[Na+]. (4) The reactants are Cl[C:2]1[N:3]([C@@H:15]2[O:21][C@H:20]([CH2:22][OH:23])[C@@H:18]([OH:19])[C@H:16]2[OH:17])[C:4]2[C:9]([C:10]=1[C:11]#[N:12])=[CH:8][C:7]([Cl:13])=[C:6]([Cl:14])[CH:5]=2.[CH3:24][O-:25].[Na+]. The catalyst is CO. The product is [Cl:13][C:7]1[CH:8]=[C:9]2[C:4](=[CH:5][C:6]=1[Cl:14])[N:3]([C@@H:15]1[O:21][C@H:20]([CH2:22][OH:23])[C@@H:18]([OH:19])[C@H:16]1[OH:17])[C:2]([O:25][CH3:24])=[C:10]2[C:11]#[N:12]. The yield is 0.630. (5) The reactants are [C:1]([C:4]1[CH:5]=[C:6]([CH:20]=[CH:21][CH:22]=1)[CH2:7][N:8]1[C:17]2[C:12](=[CH:13][CH:14]=[CH:15][CH:16]=2)[C:11](=[O:18])[NH:10][C:9]1=[O:19])(O)=[O:2].[N:23]1[CH:28]=[CH:27][CH:26]=[CH:25][C:24]=1[N:29]1[CH2:34][CH2:33][NH:32][CH2:31][CH2:30]1.F[P-](F)(F)(F)(F)F.N1(OC(N(C)C)=[N+](C)C)C2N=CC=CC=2N=N1.C(N(CC)C(C)C)(C)C. The catalyst is O.CN(C=O)C. The product is [N:23]1[CH:28]=[CH:27][CH:26]=[CH:25][C:24]=1[N:29]1[CH2:30][CH2:31][N:32]([C:1]([C:4]2[CH:5]=[C:6]([CH:20]=[CH:21][CH:22]=2)[CH2:7][N:8]2[C:17]3[C:12](=[CH:13][CH:14]=[CH:15][CH:16]=3)[C:11](=[O:18])[NH:10][C:9]2=[O:19])=[O:2])[CH2:33][CH2:34]1. The yield is 0.0860. (6) The reactants are [NH:1]1[C:5]2=[N:6][CH:7]=[CH:8][CH:9]=[C:4]2[C:3]([C:10]([O:12][CH3:13])=[O:11])=[N:2]1.[Br:14][C:15]1[CH:16]=[C:17](B(O)O)[CH:18]=[CH:19][CH:20]=1. No catalyst specified. The product is [Br:14][C:15]1[CH:20]=[C:19]([N:1]2[C:5]3=[N:6][CH:7]=[CH:8][CH:9]=[C:4]3[C:3]([C:10]([O:12][CH3:13])=[O:11])=[N:2]2)[CH:18]=[CH:17][CH:16]=1. The yield is 0.500. (7) The reactants are Cl[C:2]1[CH:7]=[CH:6][C:5]([O:8][CH3:9])=[CH:4][CH:3]=1.[CH3:10][C:11]1[CH:17]=[CH:16][C:15]([CH3:18])=[CH:14][C:12]=1[NH2:13].CC([O-])(C)C.[Na+].O(CCCC)CCCC. No catalyst specified. The product is [CH3:9][O:8][C:5]1[CH:6]=[CH:7][C:2]([NH:13][C:12]2[CH:14]=[C:15]([CH3:18])[CH:16]=[CH:17][C:11]=2[CH3:10])=[CH:3][CH:4]=1. The yield is 0.970.